From a dataset of Full USPTO retrosynthesis dataset with 1.9M reactions from patents (1976-2016). Predict the reactants needed to synthesize the given product. (1) Given the product [Cl:34][C:32]1[C:31]([C:35]([F:37])([F:36])[F:38])=[CH:30][N:29]=[C:28]([NH:1][C:2]2[CH:17]=[CH:16][C:5]([C:6]([O:8][CH2:9][C:10]3[CH:15]=[CH:14][CH:13]=[CH:12][CH:11]=3)=[O:7])=[CH:4][CH:3]=2)[N:33]=1, predict the reactants needed to synthesize it. The reactants are: [NH2:1][C:2]1[CH:17]=[CH:16][C:5]([C:6]([O:8][CH2:9][C:10]2[CH:15]=[CH:14][CH:13]=[CH:12][CH:11]=2)=[O:7])=[CH:4][CH:3]=1.CCN(C(C)C)C(C)C.Cl[C:28]1[N:33]=[C:32]([Cl:34])[C:31]([C:35]([F:38])([F:37])[F:36])=[CH:30][N:29]=1.ClCCl. (2) Given the product [C:13]([O:17][C:18]([N:20]1[CH2:25][CH2:24][CH:23]([CH:26]([OH:27])[C:2]2[CH:7]=[CH:6][CH:5]=[CH:4][N:3]=2)[CH2:22][CH2:21]1)=[O:19])([CH3:16])([CH3:15])[CH3:14], predict the reactants needed to synthesize it. The reactants are: Br[C:2]1[CH:7]=[CH:6][CH:5]=[CH:4][N:3]=1.C([Li])CCC.[C:13]([O:17][C:18]([N:20]1[CH2:25][CH2:24][CH:23]([CH:26]=[O:27])[CH2:22][CH2:21]1)=[O:19])([CH3:16])([CH3:15])[CH3:14]. (3) Given the product [Cl:29][C:2]1[CH:3]=[CH:4][C:5]2[O:9][C:8]([C:10]([NH2:12])=[O:11])=[C:7]([NH:13][C:14](=[O:17])[CH2:15][Cl:16])[C:6]=2[CH:18]=1, predict the reactants needed to synthesize it. The reactants are: Br[C:2]1[CH:3]=[CH:4][C:5]2[O:9][C:8]([C:10]([NH2:12])=[O:11])=[C:7]([NH:13][C:14](=[O:17])[CH2:15][Cl:16])[C:6]=2[CH:18]=1.NC1C2C=C([Cl:29])C=CC=2OC=1C(N)=O.BrC1C=CC2OC(C(=O)N)=C(NC(C3CCCN3C(OC(C)(C)C)=O)=O)C=2C=1. (4) The reactants are: [CH2:1]([N:3]([CH2:6][C@@H:7]1[CH2:12][O:11][CH2:10][CH2:9][N:8]1C(OC(C)(C)C)=O)[CH2:4][CH3:5])[CH3:2].C(O)(C(F)(F)F)=O.C(Cl)[Cl:28]. Given the product [ClH:28].[CH2:1]([N:3]([CH2:6][C@@H:7]1[CH2:12][O:11][CH2:10][CH2:9][NH:8]1)[CH2:4][CH3:5])[CH3:2], predict the reactants needed to synthesize it. (5) Given the product [ClH:4].[CH3:1][O:15][C:14](=[O:16])[C@@H:6]([CH2:7][C:8]1[CH:13]=[CH:12][CH:11]=[CH:10][CH:9]=1)[NH2:5], predict the reactants needed to synthesize it. The reactants are: [C:1]([Cl:4])(=O)C.[NH2:5][C@@H:6]([C:14]([OH:16])=[O:15])[CH2:7][C:8]1[CH:13]=[CH:12][CH:11]=[CH:10][CH:9]=1.